This data is from Peptide-MHC class I binding affinity with 185,985 pairs from IEDB/IMGT. The task is: Regression. Given a peptide amino acid sequence and an MHC pseudo amino acid sequence, predict their binding affinity value. This is MHC class I binding data. (1) The peptide sequence is YSLAGSSPF. The MHC is HLA-B57:01 with pseudo-sequence HLA-B57:01. The binding affinity (normalized) is 0.331. (2) The peptide sequence is QHSFMANRM. The MHC is HLA-A02:03 with pseudo-sequence HLA-A02:03. The binding affinity (normalized) is 0.0847. (3) The peptide sequence is AVGVVCTGL. The MHC is HLA-B15:01 with pseudo-sequence HLA-B15:01. The binding affinity (normalized) is 0.0847. (4) The peptide sequence is FRYNGLIHR. The MHC is HLA-A02:01 with pseudo-sequence HLA-A02:01. The binding affinity (normalized) is 0.405. (5) The peptide sequence is HLNIPIGFK. The MHC is HLA-A33:01 with pseudo-sequence HLA-A33:01. The binding affinity (normalized) is 0.577. (6) The peptide sequence is FVFEATKLY. The MHC is HLA-B57:01 with pseudo-sequence HLA-B57:01. The binding affinity (normalized) is 0.0847. (7) The peptide sequence is KYLFSPNML. The MHC is HLA-B57:01 with pseudo-sequence HLA-B57:01. The binding affinity (normalized) is 0.0847. (8) The binding affinity (normalized) is 0.439. The MHC is H-2-Kb with pseudo-sequence H-2-Kb. The peptide sequence is KIIQKSSSI. (9) The peptide sequence is LDPVTPPEL. The MHC is Mamu-A01 with pseudo-sequence Mamu-A01. The binding affinity (normalized) is 0.108.